This data is from Reaction yield outcomes from USPTO patents with 853,638 reactions. The task is: Predict the reaction yield, written as a fraction of the theoretical maximum amount of product (1.0 means a 100% yield; for example, 0.34 means a 34% yield). (1) The reactants are [CH:1]12[O:6][CH:5]1[CH2:4][N:3]([C:7]1[N:12]=[C:11]([C:13]3[CH:18]=[CH:17][C:16]([O:19][C:20]4[CH:25]=[CH:24][C:23]([F:26])=[CH:22][CH:21]=4)=[CH:15][CH:14]=3)[N:10]=[C:9]([C:27]([NH2:29])=[O:28])[CH:8]=1)[CH2:2]2.C1C[O:33]CC1. The catalyst is O. The product is [OH:6][CH:1]1[CH:5]([OH:33])[CH2:4][N:3]([C:7]2[N:12]=[C:11]([C:13]3[CH:18]=[CH:17][C:16]([O:19][C:20]4[CH:25]=[CH:24][C:23]([F:26])=[CH:22][CH:21]=4)=[CH:15][CH:14]=3)[N:10]=[C:9]([C:27]([NH2:29])=[O:28])[CH:8]=2)[CH2:2]1. The yield is 0.170. (2) The reactants are [OH:1][C:2]1[CH:7]=[CH:6][CH:5]=[CH:4][C:3]=1[C:8]1[N:17]=[C:16]([N:18]2[CH2:23][CH2:22][CH:21]([NH:24]C(=O)OC(C)(C)C)[CH2:20][CH2:19]2)[C:15]2[C:10](=[CH:11][CH:12]=[CH:13][CH:14]=2)[N:9]=1.C(O)(C(F)(F)F)=O. The catalyst is C(Cl)Cl. The product is [NH2:24][CH:21]1[CH2:22][CH2:23][N:18]([C:16]2[C:15]3[C:10](=[CH:11][CH:12]=[CH:13][CH:14]=3)[N:9]=[C:8]([C:3]3[CH:4]=[CH:5][CH:6]=[CH:7][C:2]=3[OH:1])[N:17]=2)[CH2:19][CH2:20]1. The yield is 0.840. (3) The product is [C:1]1([C:24]2[CH:29]=[CH:28][CH:27]=[CH:26][CH:25]=2)[CH:2]=[CH:3][C:4]([CH2:7][N:8]2[C:13](=[O:14])[C:12]([C:50]([NH:51][CH2:65][C:66]([OH:68])=[O:67])=[O:76])=[C:11]([OH:15])[N:10]=[C:9]2[C:16]2[C:21]([Cl:22])=[CH:20][CH:19]=[CH:18][C:17]=2[Cl:23])=[CH:5][CH:6]=1. The catalyst is O.COCCO.C1(C)C=CC=CC=1. The reactants are [C:1]1([C:24]2[CH:29]=[CH:28][CH:27]=[CH:26][CH:25]=2)[CH:6]=[CH:5][C:4]([CH2:7][N:8]2[C:13](=[O:14])[CH:12]=[C:11]([OH:15])[N:10]=[C:9]2[C:16]2[C:21]([Cl:22])=[CH:20][CH:19]=[CH:18][C:17]=2[Cl:23])=[CH:3][CH:2]=1.[Cl-].C[Al+]C.CCCCCC.C1(C2C=CC([CH2:50][NH2:51])=CC=2)C=CC=CC=1.ClC1C=CC=C(Cl)C=1C#N.C(OCC)(=O)[CH2:65][C:66]([O:68]CC)=[O:67].C[O-:76].[Na+].CO. The yield is 0.710. (4) The reactants are [Br:1][C:2]1[CH:7]=[CH:6][C:5]([NH:8][C:9]([NH:11][NH:12][C:13](=O)[CH2:14][C@@H:15]2[CH2:19][CH2:18][N:17]([C:20]([CH:22]3[CH2:24][CH2:23]3)=[O:21])[CH2:16]2)=[O:10])=[C:4]([C:26]([F:29])([F:28])[F:27])[CH:3]=1.C(=O)([O-])[O-].[K+].[K+]. The catalyst is O. The product is [Br:1][C:2]1[CH:7]=[CH:6][C:5]([N:8]2[C:13]([CH2:14][C@@H:15]3[CH2:19][CH2:18][N:17]([C:20]([CH:22]4[CH2:24][CH2:23]4)=[O:21])[CH2:16]3)=[N:12][NH:11][C:9]2=[O:10])=[C:4]([C:26]([F:29])([F:28])[F:27])[CH:3]=1. The yield is 0.180. (5) The reactants are [Cl:1][C:2]1[CH:3]=[C:4]([CH:9]=[C:10]([Cl:18])[C:11]=1[O:12][CH:13]1[CH2:17][CH2:16][CH2:15][CH2:14]1)[C:5]([O:7]C)=[O:6].[OH-].[Li+].O. The catalyst is C1COCC1. The product is [Cl:1][C:2]1[CH:3]=[C:4]([CH:9]=[C:10]([Cl:18])[C:11]=1[O:12][CH:13]1[CH2:17][CH2:16][CH2:15][CH2:14]1)[C:5]([OH:7])=[O:6]. The yield is 0.820. (6) The reactants are [F:1][C:2]([F:18])([F:17])[O:3][C:4]1[CH:16]=[CH:15][C:7]([O:8][CH:9]2[CH2:14][CH2:13][NH:12][CH2:11][CH2:10]2)=[CH:6][CH:5]=1.Br[C:20]1[CH:25]=[CH:24][C:23]([O:26][CH2:27][C:28]2[CH:33]=[CH:32][CH:31]=[CH:30][CH:29]=2)=[CH:22][CH:21]=1.CC(C)([O-])C.[Na+].C1(C)C=CC=CC=1. The catalyst is C(OCC)(=O)C.C([O-])(=O)C.[Pd+2].C([O-])(=O)C.C1([B-](C2C=CC=CC=2)(C2C=CC=CC=2)C2C=CC=CC=2)C=CC=CC=1.C([PH+](C(C)(C)C)C(C)(C)C)(C)(C)C.C(O)C.O. The product is [CH2:27]([O:26][C:23]1[CH:24]=[CH:25][C:20]([N:12]2[CH2:11][CH2:10][CH:9]([O:8][C:7]3[CH:15]=[CH:16][C:4]([O:3][C:2]([F:1])([F:17])[F:18])=[CH:5][CH:6]=3)[CH2:14][CH2:13]2)=[CH:21][CH:22]=1)[C:28]1[CH:33]=[CH:32][CH:31]=[CH:30][CH:29]=1. The yield is 0.917. (7) The reactants are [N:1]1([N:9]2[CH2:14][CH2:13][CH2:12][CH2:11][CH2:10]2)[CH2:6][CH2:5][C:4](=O)[CH2:3][C:2]1=[O:8].[Cl:15][C:16]1[CH:21]=[C:20]([F:22])[CH:19]=[CH:18][C:17]=1[NH2:23]. The catalyst is C1(C)C=CC=CC=1. The product is [Cl:15][C:16]1[CH:21]=[C:20]([F:22])[CH:19]=[CH:18][C:17]=1[NH:23][C:4]1[CH2:5][CH2:6][N:1]([N:9]2[CH2:14][CH2:13][CH2:12][CH2:11][CH2:10]2)[C:2](=[O:8])[CH:3]=1. The yield is 0.550.